Predict the reactants needed to synthesize the given product. From a dataset of Full USPTO retrosynthesis dataset with 1.9M reactions from patents (1976-2016). (1) Given the product [CH2:1]([O:3][C:4](=[O:23])[CH2:5][N:6]1[C:14]2[C:9](=[C:10]([OH:15])[CH:11]=[CH:12][CH:13]=2)[CH:8]=[CH:7]1)[CH3:2], predict the reactants needed to synthesize it. The reactants are: [CH2:1]([O:3][C:4](=[O:23])[CH2:5][N:6]1[C:14]2[C:9](=[C:10]([O:15][Si](C(C)(C)C)(C)C)[CH:11]=[CH:12][CH:13]=2)[CH:8]=[CH:7]1)[CH3:2].[F-].C([N+](CCCC)(CCCC)CCCC)CCC. (2) The reactants are: [C:1]([C:3]1[C:4]([NH:21][NH2:22])=[N:5][CH:6]=[CH:7][C:8]=1[N:9]1[CH2:14][CH2:13][CH:12]([C:15]2[CH:20]=[CH:19][CH:18]=[CH:17][CH:16]=2)[CH2:11][CH2:10]1)#[N:2].CCN(C(C)C)C(C)C.[C:49]1(P([C:45]2[CH:50]=[CH:49][CH:48]=[CH:47]C=2)[C:49]2[CH:50]=[CH:45]C=[CH:47][CH:48]=2)[CH:50]=[CH:45]C=[CH:47][CH:48]=1.ClC(Cl)(Cl)C#N.C1(C(O)=O)CCC1. Given the product [CH:48]1([C:47]2[N:5]3[CH:6]=[CH:7][C:8]([N:9]4[CH2:10][CH2:11][CH:12]([C:15]5[CH:20]=[CH:19][CH:18]=[CH:17][CH:16]=5)[CH2:13][CH2:14]4)=[C:3]([C:1]#[N:2])[C:4]3=[N:21][N:22]=2)[CH2:49][CH2:50][CH2:45]1, predict the reactants needed to synthesize it. (3) Given the product [Br:2][C:3]1[CH:8]=[CH:7][C:6]([C:9]([CH3:10])([CH3:11])[CH2:12][C:13]([OH:21])=[O:14])=[C:5]([F:22])[CH:4]=1, predict the reactants needed to synthesize it. The reactants are: Cl.[Br:2][C:3]1[CH:8]=[CH:7][C:6]([C:9]([CH:12]2C(=O)OC(C)(C)[O:14][C:13]2=[O:21])([CH3:11])[CH3:10])=[C:5]([F:22])[CH:4]=1. (4) Given the product [CH2:1]([S:5][C:6]1[N:14]=[C:13]2[C:9]([N:10]=[CH:11][N:12]2[C@@H:15]2[O:27][C@H:26]([CH2:28][OH:29])[C@@H:21]([OH:22])[C@H:16]2[OH:17])=[C:8]([NH:44][CH2:43][CH2:42][C:39]2[CH:40]=[CH:41][C:36]([O:34][CH3:35])=[CH:37][CH:38]=2)[N:7]=1)[CH2:2][CH2:3][CH3:4], predict the reactants needed to synthesize it. The reactants are: [CH2:1]([S:5][C:6]1[N:14]=[C:13]2[C:9]([N:10]=[CH:11][N:12]2[C@@H:15]2[O:27][C@H:26]([CH2:28][O:29]C(=O)C)[C@@H:21]([O:22]C(=O)C)[C@H:16]2[O:17]C(=O)C)=[C:8](Cl)[N:7]=1)[CH2:2][CH2:3][CH3:4].[O:34]([C:36]1[CH:41]=[CH:40][C:39]([CH2:42][CH2:43][NH2:44])=[CH:38][CH:37]=1)[CH3:35]. (5) The reactants are: [F:1][C:2]1[C:11]([F:12])=[CH:10][C:9]([CH:13]=O)=[C:8]2[C:3]=1[C:4](=[O:16])[CH:5]=[C:6]([CH3:15])[O:7]2.[CH3:17][C:18](=[O:23])[CH2:19][C:20](=[O:22])[CH3:21].C1(C)C=CC(S(O)(=O)=O)=CC=1.C(OCC)(=O)C. Given the product [F:1][C:2]1[C:11]([F:12])=[CH:10][C:9]([CH:13]=[C:19]([C:18](=[O:23])[CH3:17])[C:20](=[O:22])[CH3:21])=[C:8]2[C:3]=1[C:4](=[O:16])[CH:5]=[C:6]([CH3:15])[O:7]2, predict the reactants needed to synthesize it. (6) Given the product [OH:25][C:23]([CH3:24])([CH3:27])[CH2:22][C:13]1([C:16]2[CH:17]=[CH:18][CH:19]=[CH:20][CH:21]=2)[O:12][C:11](=[O:26])[NH:10][CH2:15][CH2:14]1, predict the reactants needed to synthesize it. The reactants are: BrC1C=CC([C@@H]([N:10]2[CH2:15][CH2:14][C@:13]([CH2:22][C:23](=[O:25])[CH3:24])([C:16]3[CH:21]=[CH:20][CH:19]=[CH:18][CH:17]=3)[O:12][C:11]2=[O:26])C)=CC=1.[CH3:27][Mg]Br. (7) Given the product [ClH:37].[NH2:24][C:19]1[CH:20]=[CH:21][CH:22]=[CH:23][C:18]=1[CH2:17][N:11]1[C:12]([CH3:15])([CH3:16])[C:13](=[O:14])[N:9]([C:6]2[CH:7]=[CH:8][C:3]([C:1]#[N:2])=[C:4]([C:33]([F:36])([F:35])[F:34])[CH:5]=2)[C:10]1=[O:32], predict the reactants needed to synthesize it. The reactants are: [C:1]([C:3]1[CH:8]=[CH:7][C:6]([N:9]2[C:13](=[O:14])[C:12]([CH3:16])([CH3:15])[N:11]([CH2:17][C:18]3[CH:23]=[CH:22][CH:21]=[CH:20][C:19]=3[NH:24]C(=O)OC(C)(C)C)[C:10]2=[O:32])=[CH:5][C:4]=1[C:33]([F:36])([F:35])[F:34])#[N:2].[ClH:37]. (8) Given the product [CH3:14][N:15]([CH3:17])/[CH:16]=[CH:12]/[C:11]([C:8]1[CH:9]=[CH:10][C:5]([S:2]([CH3:1])(=[O:3])=[O:4])=[CH:6][CH:7]=1)=[O:13], predict the reactants needed to synthesize it. The reactants are: [CH3:1][S:2]([C:5]1[CH:10]=[CH:9][C:8]([C:11](=[O:13])[CH3:12])=[CH:7][CH:6]=1)(=[O:4])=[O:3].[CH3:14][N:15]([CH:17](OC)OC)[CH3:16]. (9) Given the product [CH3:1][C:2]1([CH3:37])[C:11]2[C:6](=[CH:7][C:8]([NH:12][C:13]([N:15]3[CH2:20][CH2:19][N:18]([C:21]4[C:26]([C:27]([F:29])([F:28])[F:30])=[CH:25][CH:24]=[CH:23][N:22]=4)[CH2:17][CH2:16]3)=[O:14])=[CH:9][CH:10]=2)[CH2:5][NH:4][CH2:3]1, predict the reactants needed to synthesize it. The reactants are: [CH3:1][C:2]1([CH3:37])[C:11]2[C:6](=[CH:7][C:8]([NH:12][C:13]([N:15]3[CH2:20][CH2:19][N:18]([C:21]4[C:26]([C:27]([F:30])([F:29])[F:28])=[CH:25][CH:24]=[CH:23][N:22]=4)[CH2:17][CH2:16]3)=[O:14])=[CH:9][CH:10]=2)[CH:5](C(=O)C(F)(F)F)[NH:4][CH2:3]1.C(=O)([O-])[O-].[K+].[K+]. (10) Given the product [OH:16][C:13]([C:10]1[CH:9]=[CH:8][C:7]([C:5]2[S:6][C:2]([NH:1][C:21]3[N:26]=[C:25]4[CH2:27][N:28]([CH3:31])[C:29](=[O:30])[C:24]4=[CH:23][CH:22]=3)=[C:3]([C:17]([NH2:19])=[O:18])[N:4]=2)=[CH:12][CH:11]=1)([CH3:15])[CH3:14], predict the reactants needed to synthesize it. The reactants are: [NH2:1][C:2]1[S:6][C:5]([C:7]2[CH:12]=[CH:11][C:10]([C:13]([OH:16])([CH3:15])[CH3:14])=[CH:9][CH:8]=2)=[N:4][C:3]=1[C:17]([NH2:19])=[O:18].Cl[C:21]1[N:26]=[C:25]2[CH2:27][N:28]([CH3:31])[C:29](=[O:30])[C:24]2=[CH:23][CH:22]=1.CC(C1C=C(C(C)C)C(C2C=CC=CC=2P(C2CCCCC2)C2CCCCC2)=C(C(C)C)C=1)C.C(=O)([O-])[O-].[K+].[K+].C(O)(CC)(C)C.